From a dataset of Full USPTO retrosynthesis dataset with 1.9M reactions from patents (1976-2016). Predict the reactants needed to synthesize the given product. (1) Given the product [N:1]([CH:4]1[CH2:10][CH2:9][N:8]([C:11]2[N:15]([CH:16]3[CH2:25][CH2:24]3)[N:14]=[CH:13][C:12]=2[N+:17]([O-:19])=[O:18])[CH2:7][CH2:6][CH:5]1[OH:20])=[N+:2]=[N-:3], predict the reactants needed to synthesize it. The reactants are: [N:1]([CH:4]1[CH2:10][CH2:9][N:8]([C:11]2[N:15]([CH3:16])[N:14]=[CH:13][C:12]=2[N+:17]([O-:19])=[O:18])[CH2:7][CH2:6][CH:5]1[OH:20])=[N+:2]=[N-:3].N([CH:24]1C(O)CCN(C(OC(C)(C)C)=O)C[CH2:25]1)=[N+]=[N-]. (2) Given the product [CH2:1]([O:8][C:9]1[CH:10]=[C:11]([CH2:29][CH2:30][NH:31][S:32]([CH2:35][CH:36]2[CH2:41][CH2:40][CH2:39][CH2:38][CH2:37]2)(=[O:33])=[O:34])[CH:12]=[CH:13][C:14]=1[N:15]1[CH2:19][C:18](=[O:20])[NH:17][S:16]1(=[O:27])=[O:28])[C:2]1[CH:7]=[CH:6][CH:5]=[CH:4][CH:3]=1, predict the reactants needed to synthesize it. The reactants are: [CH2:1]([O:8][C:9]1[CH:10]=[C:11]([CH2:29][CH2:30][NH:31][S:32]([CH2:35][CH:36]2[CH2:41][CH2:40][CH2:39][CH2:38][CH2:37]2)(=[O:34])=[O:33])[CH:12]=[CH:13][C:14]=1[N:15]1[CH2:19][C:18](=[O:20])[N:17](CC[Si](C)(C)C)[S:16]1(=[O:28])=[O:27])[C:2]1[CH:7]=[CH:6][CH:5]=[CH:4][CH:3]=1.CCCC[N+](CCCC)(CCCC)CCCC.[F-]. (3) Given the product [CH3:1][O:2][C:3]1[CH:4]=[C:5]2[C:9](=[CH:10][CH:11]=1)[NH:8][C:7]([C:19]1[CH:24]=[CH:23][C:22]([NH:25][CH3:26])=[N:21][CH:20]=1)=[CH:6]2, predict the reactants needed to synthesize it. The reactants are: [CH3:1][O:2][C:3]1[CH:4]=[C:5]2[C:9](=[CH:10][CH:11]=1)[N:8](C(OC(C)(C)C)=O)[C:7]([C:19]1[CH:20]=[N:21][C:22]([NH:25][CH3:26])=[CH:23][CH:24]=1)=[CH:6]2.C(O)(C(F)(F)F)=O.C([O-])(O)=O.[Na+].CCOC(C)=O. (4) Given the product [Br:1][C:2]1[CH:10]=[C:9]2[C:5]([CH:6]=[C:7]([C:11]([O:13][CH2:14][CH3:15])=[O:12])[N:8]2[CH2:19][C:20]#[N:21])=[CH:4][CH:3]=1, predict the reactants needed to synthesize it. The reactants are: [Br:1][C:2]1[CH:10]=[C:9]2[C:5]([CH:6]=[C:7]([C:11]([O:13][CH2:14][CH3:15])=[O:12])[NH:8]2)=[CH:4][CH:3]=1.[H-].[Na+].Cl[CH2:19][C:20]#[N:21].O. (5) Given the product [NH2:24][C:21]1[NH:22][CH:23]=[C:19]([C:17]([NH:16][CH2:15][C:12]2[CH:13]=[CH:14][C:9]([Cl:8])=[C:10]([O:40][C:41]3[CH:46]=[C:45]([C:47]#[N:48])[CH:44]=[C:43]([Cl:49])[CH:42]=3)[C:11]=2[F:39])=[O:18])[N:20]=1, predict the reactants needed to synthesize it. The reactants are: FC(F)(F)C(O)=O.[Cl:8][C:9]1[CH:14]=[CH:13][C:12]([CH2:15][NH:16][C:17]([C:19]2[N:20]=[C:21]([N:24](C(OC(C)(C)C)=O)C(OC(C)(C)C)=O)[NH:22][CH:23]=2)=[O:18])=[C:11]([F:39])[C:10]=1[O:40][C:41]1[CH:46]=[C:45]([C:47]#[N:48])[CH:44]=[C:43]([Cl:49])[CH:42]=1. (6) The reactants are: [CH3:1][O:2][C:3]1[CH:4]=[C:5]2[C:10](=[CH:11][C:12]=1[O:13][CH3:14])[N:9]=[CH:8][N:7]=[C:6]2[O:15][C:16]1[CH:22]=[CH:21][C:19]([NH2:20])=[CH:18][CH:17]=1.[F:23][C:24]1[CH:29]=[CH:28][C:27]([N:30]=[C:31]=[O:32])=[CH:26][CH:25]=1.CO. Given the product [CH3:1][O:2][C:3]1[CH:4]=[C:5]2[C:10](=[CH:11][C:12]=1[O:13][CH3:14])[N:9]=[CH:8][N:7]=[C:6]2[O:15][C:16]1[CH:22]=[CH:21][C:19]([NH:20][C:31]([NH:30][C:27]2[CH:28]=[CH:29][C:24]([F:23])=[CH:25][CH:26]=2)=[O:32])=[CH:18][CH:17]=1, predict the reactants needed to synthesize it. (7) Given the product [F:28][C:13]1[CH:12]=[C:11]([N:7]2[CH2:6][C@H:5]([CH2:4][NH:1][C:30](=[O:32])[CH3:31])[O:9][C:8]2=[O:10])[CH:16]=[CH:15][C:14]=1[C:17]1[O:18][CH:19]=[C:20]([CH2:22][N:23]2[CH:27]=[CH:26][CH:25]=[N:24]2)[N:21]=1, predict the reactants needed to synthesize it. The reactants are: [N:1]([CH2:4][C@@H:5]1[O:9][C:8](=[O:10])[N:7]([C:11]2[CH:16]=[CH:15][C:14]([C:17]3[O:18][CH:19]=[C:20]([CH2:22][N:23]4[CH:27]=[CH:26][CH:25]=[N:24]4)[N:21]=3)=[C:13]([F:28])[CH:12]=2)[CH2:6]1)=[N+]=[N-].O.[C:30](OC(=O)C)(=[O:32])[CH3:31].